Dataset: Full USPTO retrosynthesis dataset with 1.9M reactions from patents (1976-2016). Task: Predict the reactants needed to synthesize the given product. Given the product [CH3:37][N:33]1[C:32]2[C:38]([CH3:40])=[CH:39][C:29]([NH:28][C:24]3[N:25]=[CH:26][N:27]=[C:22]([N:17]4[CH2:18][CH2:19][CH:14]([N:10]5[CH2:9][CH2:8][C:7]6[CH:20]=[C:3]([O:2][CH3:1])[CH:4]=[CH:5][C:6]=6[NH:12][C:11]5=[O:13])[CH2:15][CH2:16]4)[CH:23]=3)=[CH:30][C:31]=2[O:35][C:34]1=[O:36], predict the reactants needed to synthesize it. The reactants are: [CH3:1][O:2][C:3]1[CH:4]=[CH:5][C:6]2[NH:12][C:11](=[O:13])[N:10]([CH:14]3[CH2:19][CH2:18][NH:17][CH2:16][CH2:15]3)[CH2:9][CH2:8][C:7]=2[CH:20]=1.Cl[C:22]1[N:27]=[CH:26][N:25]=[C:24]([NH:28][C:29]2[CH:39]=[C:38]([CH3:40])[C:32]3[N:33]([CH3:37])[C:34](=[O:36])[O:35][C:31]=3[CH:30]=2)[CH:23]=1.CCN(C(C)C)C(C)C.